From a dataset of Buchwald-Hartwig C-N cross coupling reaction yields with 55,370 reactions. Predict the reaction yield, written as a fraction of the theoretical maximum amount of product (1.0 means a 100% yield; for example, 0.34 means a 34% yield). The reactants are Clc1ccccn1.Cc1ccc(N)cc1.O=S(=O)(O[Pd]1c2ccccc2-c2ccccc2N~1)C(F)(F)F.COc1ccc(OC)c(P([C@]23C[C@H]4C[C@H](C[C@H](C4)C2)C3)[C@]23C[C@H]4C[C@H](C[C@H](C4)C2)C3)c1-c1c(C(C)C)cc(C(C)C)cc1C(C)C.CN1CCCN2CCCN=C12.Cc1cc(C)on1. No catalyst specified. The product is Cc1ccc(Nc2ccccn2)cc1. The yield is 0.756.